The task is: Predict the product of the given reaction.. This data is from Forward reaction prediction with 1.9M reactions from USPTO patents (1976-2016). Given the reactants [OH:1][CH:2]1[CH2:7][CH2:6][CH2:5][N:4]([C:8]([O:10][C:11]([CH3:14])([CH3:13])[CH3:12])=[O:9])[CH2:3]1.[H-].[Na+].Br[CH2:18][C:19]([O:21][CH3:22])=[O:20], predict the reaction product. The product is: [CH3:22][O:21][C:19](=[O:20])[CH2:18][O:1][CH:2]1[CH2:7][CH2:6][CH2:5][N:4]([C:8]([O:10][C:11]([CH3:14])([CH3:13])[CH3:12])=[O:9])[CH2:3]1.